Dataset: Reaction yield outcomes from USPTO patents with 853,638 reactions. Task: Predict the reaction yield, written as a fraction of the theoretical maximum amount of product (1.0 means a 100% yield; for example, 0.34 means a 34% yield). The reactants are [Cl:1][C:2]1[C:3]([N:18]2[CH2:23][CH2:22][CH:21]([C:24]([O:26]C)=[O:25])[CH2:20][CH2:19]2)=[N:4][CH:5]=[C:6]([C:11]2[O:12][C:13]([CH2:16][CH3:17])=[CH:14][N:15]=2)[C:7]=1[S:8]([CH3:10])=[O:9].[OH-].[Li+]. The catalyst is C1COCC1. The product is [Cl:1][C:2]1[C:3]([N:18]2[CH2:23][CH2:22][CH:21]([C:24]([OH:26])=[O:25])[CH2:20][CH2:19]2)=[N:4][CH:5]=[C:6]([C:11]2[O:12][C:13]([CH2:16][CH3:17])=[CH:14][N:15]=2)[C:7]=1[S:8]([CH3:10])=[O:9]. The yield is 1.00.